This data is from Forward reaction prediction with 1.9M reactions from USPTO patents (1976-2016). The task is: Predict the product of the given reaction. Given the reactants [O:1]1[C:10]2[C:5](=[CH:6][CH:7]=[CH:8][CH:9]=2)[C:4](=O)[CH2:3][CH2:2]1.C(N(CC)CC)C.Cl.[NH2:20][OH:21], predict the reaction product. The product is: [O:1]1[C:10]2[C:5](=[CH:6][CH:7]=[CH:8][CH:9]=2)[C:4](=[N:20][OH:21])[CH2:3][CH2:2]1.